Dataset: Reaction yield outcomes from USPTO patents with 853,638 reactions. Task: Predict the reaction yield, written as a fraction of the theoretical maximum amount of product (1.0 means a 100% yield; for example, 0.34 means a 34% yield). (1) The reactants are Cl.[CH3:2][C:3]([CH3:7])=[CH:4][CH2:5][NH2:6].[S:8](=[O:12])(=[O:11])([OH:10])[OH:9]. No catalyst specified. The product is [S:8]([O:12][C:3]([CH3:7])([CH2:4][CH2:5][NH2:6])[CH3:2])([OH:11])(=[O:10])=[O:9]. The yield is 0.850. (2) The reactants are [C:1]([Cl:9])(=O)[C:2]1[CH:7]=[CH:6][CH:5]=[CH:4][CH:3]=1.Cl[C:11]1[C:20]2[C:15](=[CH:16][CH:17]=[CH:18][CH:19]=2)[C:14]([NH:21][NH2:22])=[N:13][N:12]=1.C(N(CC)CC)C.C(=O)([O-])O.[Na+]. The catalyst is C1(C)C(C)=CC=CC=1. The product is [Cl:9][C:1]1[C:2]2[C:7](=[CH:6][CH:5]=[CH:4][CH:3]=2)[C:14]2=[N:13][N:12]=[C:11]([C:20]3[CH:15]=[CH:16][CH:17]=[CH:18][CH:19]=3)[N:21]2[N:22]=1. The yield is 0.740. (3) The reactants are [Br:1]N1C(=O)CCC1=O.[S:9]1[C:13]2[C:14]3[CH:22]=[N:21][CH:20]=[CH:19][C:15]=3[O:16][CH2:17][CH2:18][C:12]=2[CH:11]=[CH:10]1.O. The catalyst is CN(C)C=O. The product is [Br:1][C:10]1[S:9][C:13]2[C:14]3[CH:22]=[N:21][CH:20]=[CH:19][C:15]=3[O:16][CH2:17][CH2:18][C:12]=2[CH:11]=1. The yield is 0.630. (4) The reactants are [F:1][C:2]([F:33])([F:32])[C:3]1[CH:8]=[CH:7][CH:6]=[CH:5][C:4]=1[CH2:9][CH2:10][C@@H:11]1[NH:16][CH2:15][CH2:14][N:13]([C:17]2[C:26]3[CH:25]=[C:24]([CH3:27])[S:23][C:22]=3[NH:21][C:20]3[CH:28]=[CH:29][CH:30]=[CH:31][C:19]=3[N:18]=2)[CH2:12]1.C=O.[C:36](O[BH-](OC(=O)C)OC(=O)C)(=O)C.[Na+]. The catalyst is ClCCCl. The product is [F:33][C:2]([F:1])([F:32])[C:3]1[CH:8]=[CH:7][CH:6]=[CH:5][C:4]=1[CH2:9][CH2:10][C@@H:11]1[N:16]([CH3:36])[CH2:15][CH2:14][N:13]([C:17]2[C:26]3[CH:25]=[C:24]([CH3:27])[S:23][C:22]=3[NH:21][C:20]3[CH:28]=[CH:29][CH:30]=[CH:31][C:19]=3[N:18]=2)[CH2:12]1. The yield is 0.810. (5) The reactants are [F:1][C:2]1[CH:3]=[C:4]([C:9]2[CH:14]=[CH:13][C:12]([C:15]#[N:16])=[CH:11][CH:10]=2)[CH:5]=[CH:6][C:7]=1[OH:8].Br[CH2:18][CH2:19][CH2:20][Cl:21]. No catalyst specified. The product is [Cl:21][CH2:20][CH2:19][CH2:18][O:8][C:7]1[CH:6]=[CH:5][C:4]([C:9]2[CH:14]=[CH:13][C:12]([C:15]#[N:16])=[CH:11][CH:10]=2)=[CH:3][C:2]=1[F:1]. The yield is 0.990.